This data is from Forward reaction prediction with 1.9M reactions from USPTO patents (1976-2016). The task is: Predict the product of the given reaction. (1) Given the reactants Cl.[CH2:2]([S:4]([C:7]1[CH:12]=[CH:11][C:10]([CH3:13])=[CH:9][C:8]=1[CH2:14][NH2:15])(=[O:6])=[O:5])[CH3:3].[Cl:16][C:17]1[CH:18]=[C:19]([CH:23]=[C:24]([C:42]([F:45])([F:44])[F:43])[C:25]=1[CH2:26][N:27]1[CH2:32][CH2:31][CH2:30][C@H:29]([N:33]([CH3:41])[C:34]([O:36][C:37]([CH3:40])([CH3:39])[CH3:38])=[O:35])[CH2:28]1)[C:20](O)=[O:21].CC(OC(N1CCN(CC2C=CC(C([O-])=O)=CC=2C(F)(F)F)CC1)=O)(C)C, predict the reaction product. The product is: [Cl:16][C:17]1[CH:18]=[C:19]([C:20](=[O:21])[NH:15][CH2:14][C:8]2[CH:9]=[C:10]([CH3:13])[CH:11]=[CH:12][C:7]=2[S:4]([CH2:2][CH3:3])(=[O:6])=[O:5])[CH:23]=[C:24]([C:42]([F:44])([F:43])[F:45])[C:25]=1[CH2:26][N:27]1[CH2:32][CH2:31][CH2:30][C@H:29]([N:33]([CH3:41])[C:34](=[O:35])[O:36][C:37]([CH3:38])([CH3:39])[CH3:40])[CH2:28]1. (2) Given the reactants [CH:1]1[C:14]2[C:5](=[CH:6][C:7]3[C:12]([C:13]=2[C:15]2[CH:32]=[CH:31][C:30]4[C:29]5[C:24](=[CH:25][CH:26]=[CH:27][CH:28]=5)[C:23]5[C:18](=[CH:19][CH:20]=[CH:21][CH:22]=5)[C:17]=4[CH:16]=2)=[CH:11][CH:10]=[CH:9][CH:8]=3)[CH:4]=[CH:3][CH:2]=1.[Br:33]N1C(=O)CCC1=O.S([O-])([O-])(=O)=S.[Na+].[Na+], predict the reaction product. The product is: [Br:33][C:6]1[C:5]2[C:14](=[CH:1][CH:2]=[CH:3][CH:4]=2)[C:13]([C:15]2[CH:32]=[CH:31][C:30]3[C:29]4[C:24](=[CH:25][CH:26]=[CH:27][CH:28]=4)[C:23]4[C:18](=[CH:19][CH:20]=[CH:21][CH:22]=4)[C:17]=3[CH:16]=2)=[C:12]2[C:7]=1[CH:8]=[CH:9][CH:10]=[CH:11]2. (3) Given the reactants [NH2:1][C:2](=[O:20])[C@@H:3]([NH:12][C:13](=[O:19])[O:14][C:15]([CH3:18])([CH3:17])[CH3:16])[CH2:4][C:5]1[CH:10]=[CH:9][C:8](I)=[CH:7][CH:6]=1.[C:21]([C:23]1[CH:28]=[CH:27][C:26](B(O)O)=[CH:25][CH:24]=1)#[N:22].C(=O)([O-])[O-].[K+].[K+], predict the reaction product. The product is: [NH2:1][C:2](=[O:20])[C@@H:3]([NH:12][C:13](=[O:19])[O:14][C:15]([CH3:18])([CH3:17])[CH3:16])[CH2:4][C:5]1[CH:10]=[CH:9][C:8]([C:26]2[CH:27]=[CH:28][C:23]([C:21]#[N:22])=[CH:24][CH:25]=2)=[CH:7][CH:6]=1. (4) Given the reactants [OH:1][C:2]1[CH:3]=[C:4]([N:8]2[CH2:12][C@@H:11]3[CH2:13][N:14](C(OC(C)(C)C)=O)[CH2:15][C@@H:10]3[CH2:9]2)[CH:5]=[N:6][CH:7]=1.[ClH:23].O1CCOCC1, predict the reaction product. The product is: [ClH:23].[ClH:23].[OH:1][C:2]1[CH:3]=[C:4]([N:8]2[CH2:9][C@@H:10]3[C@@H:11]([CH2:13][NH:14][CH2:15]3)[CH2:12]2)[CH:5]=[N:6][CH:7]=1. (5) Given the reactants CO[C:3]([C:5]1[CH:6]=[C:7]2[CH:13]=[CH:12][NH:11][C:8]2=[N:9][CH:10]=1)=[O:4].Cl[CH2:15][CH:16]([CH3:18])[CH3:17], predict the reaction product. The product is: [CH2:15]([N:11]1[C:8]2=[N:9][CH:10]=[C:5]([CH2:3][OH:4])[CH:6]=[C:7]2[CH:13]=[CH:12]1)[CH:16]([CH3:18])[CH3:17]. (6) Given the reactants Br[C:2]1[CH:3]=[C:4]([CH:9]=[C:10]([C:12]([N:14]([CH2:18][CH2:19][CH3:20])[CH2:15][CH2:16][CH3:17])=[O:13])[CH:11]=1)[C:5]([O:7][CH3:8])=[O:6].C[Si]([C:25]#[CH:26])(C)C, predict the reaction product. The product is: [CH2:15]([N:14]([CH2:18][CH2:19][CH3:20])[C:12]([C:10]1[CH:9]=[C:4]([CH:3]=[C:2]([C:25]#[CH:26])[CH:11]=1)[C:5]([O:7][CH3:8])=[O:6])=[O:13])[CH2:16][CH3:17].